This data is from Forward reaction prediction with 1.9M reactions from USPTO patents (1976-2016). The task is: Predict the product of the given reaction. Given the reactants [F:1][C:2]1[C:11]([CH:12]([CH2:28]O)[CH2:13][N:14]2[CH2:19][CH2:18][CH:17]([NH:20][C:21](=[O:27])[O:22][C:23]([CH3:26])([CH3:25])[CH3:24])[CH2:16][CH2:15]2)=[C:10]2[C:5]([CH:6]=[CH:7][C:8]([O:30]C)=[N:9]2)=[CH:4][CH:3]=1.C(N(C(C)C)CC)(C)C.CS(OS(C)(=O)=O)(=O)=O, predict the reaction product. The product is: [F:1][C:2]1[C:11]2[CH:12]([CH2:13][N:14]3[CH2:15][CH2:16][CH:17]([NH:20][C:21](=[O:27])[O:22][C:23]([CH3:24])([CH3:25])[CH3:26])[CH2:18][CH2:19]3)[CH2:28][N:9]3[C:10]=2[C:5]([CH:6]=[CH:7][C:8]3=[O:30])=[CH:4][CH:3]=1.